This data is from Catalyst prediction with 721,799 reactions and 888 catalyst types from USPTO. The task is: Predict which catalyst facilitates the given reaction. Reactant: [CH3:1][C:2]1[C:3](=[O:27])[C:4]2[C:9]([C:10](=[O:26])[C:11]=1[CH:12]([C:14](=[O:25])[C@H:15](C)[NH:16][C:17]([O:19][C:20]([CH3:23])([CH3:22])[CH3:21])=[O:18])[NH2:13])=[CH:8][CH:7]=[CH:6][CH:5]=2.N(C(OC(C)(C)C)=O)CC(O)=O.CN(C(ON1N=NC2C=CC=CC1=2)=[N+](C)C)C.F[P-](F)(F)(F)(F)F.C1C=CC2N(O)N=NC=2C=1.CCN(C(C)C)C(C)C. Product: [CH3:1][C:2]1[C:3](=[O:27])[C:4]2[C:9]([C:10](=[O:26])[C:11]=1[CH:12]([C:14](=[O:25])[CH2:15][NH:16][C:17]([O:19][C:20]([CH3:21])([CH3:22])[CH3:23])=[O:18])[NH2:13])=[CH:8][CH:7]=[CH:6][CH:5]=2. The catalyst class is: 2.